This data is from Reaction yield outcomes from USPTO patents with 853,638 reactions. The task is: Predict the reaction yield, written as a fraction of the theoretical maximum amount of product (1.0 means a 100% yield; for example, 0.34 means a 34% yield). (1) The reactants are [C:1]([NH:4][C:5]1[CH:6]=[C:7]([CH:12]=[C:13]([CH3:15])[N:14]=1)[C:8]([O:10]C)=[O:9])(=[O:3])[CH3:2].[OH-].[Na+].Cl. The catalyst is O1CCCC1. The product is [C:1]([NH:4][C:5]1[CH:6]=[C:7]([CH:12]=[C:13]([CH3:15])[N:14]=1)[C:8]([OH:10])=[O:9])(=[O:3])[CH3:2]. The yield is 0.440. (2) The reactants are [CH2:1]([C:3]1[NH:7][C:6]([C:8]([O:10][CH2:11][CH3:12])=[O:9])=[N:5][CH:4]=1)[CH3:2].C1C(=O)N([Br:20])C(=O)C1. No catalyst specified. The product is [Br:20][C:4]1[N:5]=[C:6]([C:8]([O:10][CH2:11][CH3:12])=[O:9])[NH:7][C:3]=1[CH2:1][CH3:2]. The yield is 0.690.